From a dataset of Full USPTO retrosynthesis dataset with 1.9M reactions from patents (1976-2016). Predict the reactants needed to synthesize the given product. (1) Given the product [CH3:14][O:15][C:16]1[CH:22]=[CH:21][C:20]([O:23][CH3:24])=[CH:19][C:17]=1[NH:18][C:2]1[N:13]=[CH:12][CH:11]=[CH:10][C:3]=1[C:4]([NH:6][CH2:7][C:8]#[CH:9])=[O:5], predict the reactants needed to synthesize it. The reactants are: Cl[C:2]1[N:13]=[CH:12][CH:11]=[CH:10][C:3]=1[C:4]([NH:6][CH2:7][C:8]#[CH:9])=[O:5].[CH3:14][O:15][C:16]1[CH:22]=[CH:21][C:20]([O:23][CH3:24])=[CH:19][C:17]=1[NH2:18]. (2) Given the product [CH2:1]([NH:7][C:8]([NH:9][C:10]1[CH:15]=[CH:14][C:13]([S:16]([NH:19][C:20]2[CH:25]=[CH:24][C:23]([N:26]3[CH2:27][CH2:28][CH:29]([NH:34][CH2:35][C@H:36]([OH:51])[CH2:37][O:38][C:39]4[CH:48]=[CH:47][C:46]([OH:49])=[C:45]5[C:40]=4[CH2:41][CH2:42][C:43](=[O:50])[NH:44]5)[CH2:30][CH2:31]3)=[CH:22][CH:21]=2)(=[O:18])=[O:17])=[CH:12][CH:11]=1)=[O:33])[CH2:2][CH2:3][CH2:4][CH2:5][CH3:6], predict the reactants needed to synthesize it. The reactants are: [CH2:1]([NH:7][C:8](=[O:33])[NH:9][C:10]1[CH:15]=[CH:14][C:13]([S:16]([NH:19][C:20]2[CH:25]=[CH:24][C:23]([N:26]3[CH2:31][CH2:30][C:29](=O)[CH2:28][CH2:27]3)=[CH:22][CH:21]=2)(=[O:18])=[O:17])=[CH:12][CH:11]=1)[CH2:2][CH2:3][CH2:4][CH2:5][CH3:6].[NH2:34][CH2:35][C@H:36]([OH:51])[CH2:37][O:38][C:39]1[CH:48]=[CH:47][C:46]([OH:49])=[C:45]2[C:40]=1[CH2:41][CH2:42][C:43](=[O:50])[NH:44]2. (3) Given the product [C:1]([N:4]([CH2:37][CH:38]1[CH2:39][CH2:40]1)[C:5]1[CH:6]=[CH:7][C:8]([O:9][C:10]2[CH:19]=[C:18]([CH:17]=[C:12]([C:13]([O:15][CH3:16])=[O:14])[CH:11]=2)[O:20][C:21]2([C:25]([OH:27])=[O:26])[CH2:24][CH2:23][CH2:22]2)=[CH:35][CH:36]=1)(=[O:3])[CH3:2], predict the reactants needed to synthesize it. The reactants are: [C:1]([N:4]([CH2:37][CH:38]1[CH2:40][CH2:39]1)[C:5]1[CH:36]=[CH:35][C:8]([O:9][C:10]2[CH:11]=[C:12]([CH:17]=[C:18]([O:20][C:21]3([C:25]([O:27]CC4C=CC=CC=4)=[O:26])[CH2:24][CH2:23][CH2:22]3)[CH:19]=2)[C:13]([O:15][CH3:16])=[O:14])=[CH:7][CH:6]=1)(=[O:3])[CH3:2]. (4) Given the product [C:3]([C:11]1[C:20](=[O:21])[C:19]2[C:14](=[CH:15][CH:16]=[CH:17][CH:18]=2)[N:13]([CH2:22][C:23]2[CH:30]=[CH:29][CH:28]=[C:25]([CH3:26])[CH:24]=2)[CH:12]=1)(=[O:10])[C:4]1[CH:5]=[CH:6][CH:7]=[CH:8][CH:9]=1, predict the reactants needed to synthesize it. The reactants are: [H-].[Na+].[C:3]([CH:11]1[C:20](=[O:21])[C:19]2[C:14](=[CH:15][CH:16]=[CH:17][CH:18]=2)[NH:13][CH2:12]1)(=[O:10])[C:4]1[CH:9]=[CH:8][CH:7]=[CH:6][CH:5]=1.[CH3:22][C:23]1[CH:24]=[C:25]([CH:28]=[CH:29][CH:30]=1)[CH2:26]Br. (5) Given the product [CH3:31][C:30]1[N:21]2[CH:22]=[C:23]([C:26]([F:27])([F:28])[F:29])[CH:24]=[CH:25][C:20]2=[N:19][C:18]=1[NH:8][S:9]([C:12]1[CH:17]=[CH:16][CH:15]=[CH:14][CH:13]=1)(=[O:11])=[O:10], predict the reactants needed to synthesize it. The reactants are: C(OC([N:8]([C:18]1[N:19]=[C:20]2[CH:25]=[CH:24][C:23]([C:26]([F:29])([F:28])[F:27])=[CH:22][N:21]2[C:30]=1[CH3:31])[S:9]([C:12]1[CH:17]=[CH:16][CH:15]=[CH:14][CH:13]=1)(=[O:11])=[O:10])=O)(C)(C)C.FC(F)(F)C(O)=O.